This data is from Full USPTO retrosynthesis dataset with 1.9M reactions from patents (1976-2016). The task is: Predict the reactants needed to synthesize the given product. (1) The reactants are: [CH2:1]([O:3][C:4](=[O:22])[CH2:5][CH:6]1[CH2:11][CH2:10][CH:9]([C:12]2[CH:17]=[CH:16][C:15]([C:18](=O)[CH2:19]Br)=[CH:14][CH:13]=2)[CH2:8][CH2:7]1)[CH3:2].[CH3:23][O:24][C:25]1[CH:26]=[C:27]([NH:31][C:32]([NH2:34])=[S:33])[CH:28]=[CH:29][CH:30]=1.C([O-])([O-])=O.[Na+].[Na+]. Given the product [CH2:1]([O:3][C:4](=[O:22])[CH2:5][CH:6]1[CH2:11][CH2:10][CH:9]([C:12]2[CH:17]=[CH:16][C:15]([C:18]3[N:34]=[C:32]([NH:31][C:27]4[CH:28]=[CH:29][CH:30]=[C:25]([O:24][CH3:23])[CH:26]=4)[S:33][CH:19]=3)=[CH:14][CH:13]=2)[CH2:8][CH2:7]1)[CH3:2], predict the reactants needed to synthesize it. (2) Given the product [C:23]1([CH2:22][CH2:21][CH2:20][CH2:19][O:18][CH2:17][CH2:16][CH2:15][CH2:14][CH2:13][C:12]([OH:29])=[O:11])[CH:28]=[CH:27][CH:26]=[CH:25][CH:24]=1, predict the reactants needed to synthesize it. The reactants are: C1(CCCC[O:11][C:12](=[O:29])[CH2:13][CH2:14][CH2:15][CH2:16][CH2:17][O:18][CH2:19][CH2:20][CH2:21][CH2:22][C:23]2[CH:28]=[CH:27][CH:26]=[CH:25][CH:24]=2)C=CC=CC=1.[OH-].[Na+]. (3) Given the product [CH3:1][O:2][C:3](=[O:21])[C:4]1[C:9]([NH:10][C:11]2[C:16]([CH3:17])=[CH:15][C:14]([CH3:18])=[CH:13][C:12]=2[CH3:19])=[CH:8][CH:7]=[CH:6][C:5]=1[C:23](=[O:22])[CH3:24], predict the reactants needed to synthesize it. The reactants are: [CH3:1][O:2][C:3](=[O:21])[C:4]1[C:9]([NH:10][C:11]2[C:16]([CH3:17])=[CH:15][C:14]([CH3:18])=[CH:13][C:12]=2[CH3:19])=[CH:8][CH:7]=[CH:6][C:5]=1Br.[O:22]1CCO[CH2:24][CH2:23]1. (4) Given the product [ClH:25].[ClH:58].[CH:4]1([NH:7][C:8]([C:10]2[C:18]3[CH:17]=[C:16]([C:19]4[C:24]([Cl:25])=[CH:23][N:22]=[C:21]([NH:26][CH2:27][CH:28]=[C:29]5[CH2:64][C:63]([CH3:71])([CH3:70])[NH:62][C:61]([CH3:72])([CH3:66])[CH2:60]5)[N:20]=4)[S:15][C:14]=3[CH:13]=[CH:12][CH:11]=2)=[O:9])[CH2:5][CH2:6]1, predict the reactants needed to synthesize it. The reactants are: Cl.Cl.Cl.[CH:4]1([NH:7][C:8]([C:10]2[C:18]3[CH:17]=[C:16]([C:19]4[C:24]([Cl:25])=[CH:23][N:22]=[C:21]([NH:26][CH2:27][CH2:28][CH2:29]N5CCN(C)CC5)[N:20]=4)[S:15][C:14]=3[CH:13]=[CH:12][CH:11]=2)=[O:9])[CH2:6][CH2:5]1.C1(NC(C2C3C=C(C4C([Cl:58])=CN=C(Cl)N=4)SC=3C=CC=2)=O)CC1.[CH3:60][C:61]1([CH3:72])[CH2:66]C(=CCN)[CH2:64][C:63]([CH3:71])([CH3:70])[NH:62]1. (5) Given the product [CH2:16]([O:15][C:9]1[CH:8]=[C:7]([CH:2]([N:1]2[C:26](=[O:25])[C:21]3=[CH:20][C:19]([CH3:18])=[CH:29][CH:28]=[C:22]3[C:23]2=[O:24])[CH2:3][C:4]([OH:6])=[O:5])[CH:12]=[CH:11][C:10]=1[O:13][CH3:14])[CH3:17], predict the reactants needed to synthesize it. The reactants are: [NH2:1][CH:2]([C:7]1[CH:12]=[CH:11][C:10]([O:13][CH3:14])=[C:9]([O:15][CH2:16][CH3:17])[CH:8]=1)[CH2:3][C:4]([OH:6])=[O:5].[CH3:18][C:19]1[CH:20]=[C:21]2[C:26](=O)[O:25][C:23](=[O:24])[C:22]2=[CH:28][CH:29]=1.C(OCC)(=O)C.CCCCCC. (6) The reactants are: [Cl:1][C:2]1[N:7]=[CH:6][C:5]([O:8][C:9]([CH3:13])([CH3:12])[CH:10]=O)=[CH:4][CH:3]=1.C(O)(=O)C.C(O[BH-](OC(=O)C)OC(=O)C)(=O)C.[Na+].[NH:32]1[CH2:35][CH2:34][CH2:33]1. Given the product [N:32]1([CH2:10][C:9]([CH3:13])([CH3:12])[O:8][C:5]2[CH:4]=[CH:3][C:2]([Cl:1])=[N:7][CH:6]=2)[CH2:35][CH2:34][CH2:33]1, predict the reactants needed to synthesize it.